This data is from Full USPTO retrosynthesis dataset with 1.9M reactions from patents (1976-2016). The task is: Predict the reactants needed to synthesize the given product. Given the product [Cl:1][C:2]1[CH:3]=[C:4]([CH:7]=[CH:8][C:9]=1[N:10]1[C:18]2[C:13](=[CH:14][CH:15]=[CH:16][CH:17]=2)[C:12]([C:19](=[O:23])[CH:20]([CH3:22])[CH3:21])=[CH:11]1)[C:5]#[N:6], predict the reactants needed to synthesize it. The reactants are: [Cl:1][C:2]1[CH:3]=[C:4]([CH:7]=[CH:8][C:9]=1[N:10]1[C:18]2[C:13](=[CH:14][CH:15]=[CH:16][CH:17]=2)[CH:12]=[CH:11]1)[C:5]#[N:6].[C:19](O[C:19](=[O:23])[CH:20]([CH3:22])[CH3:21])(=[O:23])[CH:20]([CH3:22])[CH3:21].[O-]S(C(F)(F)F)(=O)=O.[Yb+3].[O-]S(C(F)(F)F)(=O)=O.[O-]S(C(F)(F)F)(=O)=O.